Dataset: Full USPTO retrosynthesis dataset with 1.9M reactions from patents (1976-2016). Task: Predict the reactants needed to synthesize the given product. (1) Given the product [F:1][C:2]1[CH:7]=[CH:6][C:5]([CH:8]=[C:9]([CH3:11])[CH3:10])=[CH:4][C:3]=1[C:13]([F:14])([F:15])[F:16], predict the reactants needed to synthesize it. The reactants are: [F:1][C:2]1[CH:7]=[CH:6][C:5]([CH:8](O)[CH:9]([CH3:11])[CH3:10])=[CH:4][C:3]=1[C:13]([F:16])([F:15])[F:14].O.C1(C)C=CC(S(O)(=O)=O)=CC=1.O.[OH-].[Na+]. (2) Given the product [CH3:1][N:2]1[C:6]2([CH2:18][C:9]3=[N:10][CH:11]=[C:12]([C:14]([OH:16])=[O:15])[CH:13]=[C:8]3[CH2:7]2)[C:5](=[O:19])[NH:4][C:3]1=[O:20], predict the reactants needed to synthesize it. The reactants are: [CH3:1][N:2]1[C:6]2([CH2:18][C:9]3=[N:10][CH:11]=[C:12]([C:14]([O:16]C)=[O:15])[CH:13]=[C:8]3[CH2:7]2)[C:5](=[O:19])[NH:4][C:3]1=[O:20].[OH-].[Li+].Cl. (3) Given the product [Cl:1][C:2]1[CH:7]=[CH:6][CH:5]=[CH:4][C:3]=1[C:8]1[CH:13]=[CH:12][C:11]([C:14]2[O:16][N:39]=[C:21]([C:22]3[CH:23]=[C:24]([CH:36]=[CH:37][CH:38]=3)[CH2:25][N:26]([CH3:27])[CH2:28][C:29]([O:31][C:32]([CH3:33])([CH3:35])[CH3:34])=[O:30])[N:20]=2)=[CH:10][C:9]=1[CH2:17][O:18][CH3:19].[ClH:1].[Cl:1][C:2]1[CH:7]=[CH:6][CH:5]=[CH:4][C:3]=1[C:8]1[CH:13]=[CH:12][C:11]([C:14]2[O:40][N:39]=[C:21]([C:22]3[CH:23]=[C:24]([CH:36]=[CH:37][CH:38]=3)[CH2:25][N:26]([CH3:27])[CH2:28][C:29]([OH:31])=[O:30])[N:20]=2)=[CH:10][C:9]=1[CH2:17][O:18][CH3:19], predict the reactants needed to synthesize it. The reactants are: [Cl:1][C:2]1[CH:7]=[CH:6][CH:5]=[CH:4][C:3]=1[C:8]1[CH:13]=[CH:12][C:11]([C:14]([OH:16])=O)=[CH:10][C:9]=1[CH2:17][O:18][CH3:19].[NH2:20][C:21](=[N:39][OH:40])[C:22]1[CH:23]=[C:24]([CH:36]=[CH:37][CH:38]=1)[CH2:25][N:26]([CH2:28][C:29]([O:31][C:32]([CH3:35])([CH3:34])[CH3:33])=[O:30])[CH3:27].